Dataset: Catalyst prediction with 721,799 reactions and 888 catalyst types from USPTO. Task: Predict which catalyst facilitates the given reaction. (1) Reactant: [Cl:1][C:2]1[CH:10]=[CH:9][CH:8]=[C:7]2[C:3]=1[C:4]([C:15](=[O:20])C(F)(F)F)=[CH:5][N:6]2[CH2:11][CH2:12][O:13][CH3:14].[OH-:21].[K+]. Product: [Cl:1][C:2]1[CH:10]=[CH:9][CH:8]=[C:7]2[C:3]=1[C:4]([C:15]([OH:20])=[O:21])=[CH:5][N:6]2[CH2:11][CH2:12][O:13][CH3:14]. The catalyst class is: 88. (2) Reactant: C[O:2][C:3]([C:5]1[C:13]2[C:8](=[C:9]([O:14][CH2:15][CH2:16][O:17][CH3:18])[N:10]=[CH:11][CH:12]=2)[N:7]([CH2:19][CH2:20][O:21][CH3:22])[CH:6]=1)=[O:4].[OH-].[Na+].Cl. Product: [CH3:18][O:17][CH2:16][CH2:15][O:14][C:9]1[N:10]=[CH:11][CH:12]=[C:13]2[C:5]([C:3]([OH:4])=[O:2])=[CH:6][N:7]([CH2:19][CH2:20][O:21][CH3:22])[C:8]=12. The catalyst class is: 5.